This data is from Peptide-MHC class II binding affinity with 134,281 pairs from IEDB. The task is: Regression. Given a peptide amino acid sequence and an MHC pseudo amino acid sequence, predict their binding affinity value. This is MHC class II binding data. (1) The peptide sequence is IGRIAETILGYNPSA. The MHC is DRB4_0101 with pseudo-sequence DRB4_0103. The binding affinity (normalized) is 0.490. (2) The peptide sequence is EKKYFAATIFEPLAA. The MHC is HLA-DQA10501-DQB10201 with pseudo-sequence HLA-DQA10501-DQB10201. The binding affinity (normalized) is 0.556. (3) The peptide sequence is PYLGYCALLPLLTEE. The MHC is DRB1_1302 with pseudo-sequence DRB1_1302. The binding affinity (normalized) is 0.346. (4) The peptide sequence is KQAFTFSPTYKAFLC. The MHC is DRB4_0101 with pseudo-sequence DRB4_0103. The binding affinity (normalized) is 0.466. (5) The peptide sequence is GELQIVDKIDAAFKA. The MHC is DRB1_1302 with pseudo-sequence DRB1_1302. The binding affinity (normalized) is 0.402.